This data is from SARS-CoV-2 main protease (3CLPro) crystallographic fragment screen with 879 compounds. The task is: Binary Classification. Given a drug SMILES string, predict its activity (active/inactive) in a high-throughput screening assay against a specified biological target. The compound is CC(=O)Nc1ccc(N2CCN(C)CC2)cc1. The result is 0 (inactive).